This data is from Forward reaction prediction with 1.9M reactions from USPTO patents (1976-2016). The task is: Predict the product of the given reaction. Given the reactants [CH2:1]([C:5]1[O:9][N:8]=[C:7]([C:10]2[O:14][N:13]=[C:12]([C:15]3[CH:32]=[CH:31][C:18]([CH2:19][N:20]4[CH2:23][CH:22]([C:24]([O:26]C(C)(C)C)=[O:25])[CH2:21]4)=[CH:17][CH:16]=3)[N:11]=2)[C:6]=1[CH2:33][CH2:34][CH3:35])[CH:2]([CH3:4])[CH3:3].[C:36]([OH:42])([C:38]([F:41])([F:40])[F:39])=[O:37], predict the reaction product. The product is: [CH2:1]([C:5]1[O:9][N:8]=[C:7]([C:10]2[O:14][N:13]=[C:12]([C:15]3[CH:16]=[CH:17][C:18]([CH2:19][N:20]4[CH2:21][CH:22]([C:24]([OH:26])=[O:25])[CH2:23]4)=[CH:31][CH:32]=3)[N:11]=2)[C:6]=1[CH2:33][CH2:34][CH3:35])[CH:2]([CH3:4])[CH3:3].[C:36]([OH:42])([C:38]([F:41])([F:40])[F:39])=[O:37].